From a dataset of Forward reaction prediction with 1.9M reactions from USPTO patents (1976-2016). Predict the product of the given reaction. (1) Given the reactants S(=O)(=O)(O)O.Cl.[CH3:7][C:8]1([CH3:27])[CH2:13][C:12]([CH3:15])([CH3:14])[CH2:11][C:10]([N:21]2[CH2:26][CH2:25][CH2:24][CH2:23][CH2:22]2)([CH2:16][CH:17]=[C:18](C)C)[CH2:9]1.[Cl:28]CC#N.[OH-].[Na+], predict the reaction product. The product is: [ClH:28].[CH3:14][C:12]1([CH3:15])[CH2:13][C:8]([CH3:7])([CH3:27])[CH2:9][C:10]([N:21]2[CH2:26][CH2:25][CH2:24][CH2:23][CH2:22]2)([CH2:16][C:17]#[CH:18])[CH2:11]1. (2) The product is: [Cl:1][C:2]1[CH:3]=[C:4]([C:32]2[CH:37]=[CH:36][CH:35]=[CH:34][CH:33]=2)[C:5]2[N:9]=[C:8]([C:10]3([C:23]#[N:24])[CH2:15][CH2:14][NH:13][CH2:12][CH2:11]3)[NH:7][C:6]=2[CH:31]=1. Given the reactants [Cl:1][C:2]1[CH:3]=[C:4]([C:32]2[CH:37]=[CH:36][CH:35]=[CH:34][CH:33]=2)[C:5]2[N:9]=[C:8]([C:10]3([C:23]#[N:24])[CH2:15][CH2:14][N:13](C(OC(C)(C)C)=O)[CH2:12][CH2:11]3)[N:7](S(=O)(=O)N(C)C)[C:6]=2[CH:31]=1.Cl, predict the reaction product. (3) Given the reactants Br[C:2]1[CH:3]=[N:4][CH:5]=[C:6]([O:8][C:9]2[CH:14]=[CH:13][C:12]([F:15])=[CH:11][CH:10]=2)[CH:7]=1.[C:16]([O:20][C:21]([N:23]1[CH2:28][C@@H:27]2[CH2:29][C@H:24]1[CH2:25][NH:26]2)=[O:22])([CH3:19])([CH3:18])[CH3:17].C1(C2C3C(=CC=CC=3)C=CC=2)C2C(=CC=CC=2)C=CC=1.CC(C)([O-])C.[Na+], predict the reaction product. The product is: [F:15][C:12]1[CH:13]=[CH:14][C:9]([O:8][C:6]2[CH:7]=[C:2]([N:26]3[CH2:25][C@@H:24]4[CH2:29][C@H:27]3[CH2:28][N:23]4[C:21]([O:20][C:16]([CH3:19])([CH3:18])[CH3:17])=[O:22])[CH:3]=[N:4][CH:5]=2)=[CH:10][CH:11]=1. (4) Given the reactants [OH:1][C:2]1[CH:7]=[CH:6][C:5]([C:8](=[O:11])[CH2:9][CH3:10])=[CH:4][C:3]=1[CH2:12][CH2:13][CH3:14].[F:15][C:16]([F:29])([F:28])[S:17](O[S:17]([C:16]([F:29])([F:28])[F:15])(=[O:19])=[O:18])(=[O:19])=[O:18], predict the reaction product. The product is: [C:8]([C:5]1[CH:6]=[CH:7][C:2]([O:1][S:17]([C:16]([F:29])([F:28])[F:15])(=[O:19])=[O:18])=[C:3]([CH2:12][CH2:13][CH3:14])[CH:4]=1)(=[O:11])[CH2:9][CH3:10]. (5) The product is: [Cl:7][C@:8]1([F:24])[C@H:9]([N:16]2[CH:21]=[CH:20][C:19](=[O:22])[NH:18][C:17]2=[O:23])[O:10][C@H:11]([CH2:14][O:15][P:29]([NH:38][C@@H:39]([CH3:49])[C:40]([O:42][CH:43]2[CH2:48][CH2:47][CH2:46][CH2:45][CH2:44]2)=[O:41])([O:28][C:27]2[CH:26]=[CH:53][CH:52]=[CH:51][CH:50]=2)=[O:30])[C@H:12]1[OH:13]. Given the reactants C([Mg]Cl)CCC.[Cl:7][C@@:8]1([F:24])[C@H:12]([OH:13])[C@@H:11]([CH2:14][OH:15])[O:10][C@H:9]1[N:16]1[CH:21]=[CH:20][C:19](=[O:22])[NH:18][C:17]1=[O:23].F[C:26]1[C:53](F)=[C:52](F)[C:51](F)=[C:50](F)[C:27]=1[O:28][P:29]([NH:38][C@@H:39]([CH3:49])[C:40]([O:42][CH:43]1[CH2:48][CH2:47][CH2:46][CH2:45][CH2:44]1)=[O:41])(OC1C=CC=CC=1)=[O:30].[NH4+].[Cl-], predict the reaction product. (6) Given the reactants [CH3:1][C:2]1[NH:3][C:4]2[C:9]([CH:10]=1)=[CH:8][C:7]([O:11][CH3:12])=[CH:6][CH:5]=2.[H-].[Na+].Br[CH2:16][C:17]([O:19][CH2:20][CH3:21])=[O:18], predict the reaction product. The product is: [CH2:20]([O:19][C:17](=[O:18])[CH2:16][N:3]1[C:4]2[C:9](=[CH:8][C:7]([O:11][CH3:12])=[CH:6][CH:5]=2)[CH:10]=[C:2]1[CH3:1])[CH3:21].